This data is from Peptide-MHC class II binding affinity with 134,281 pairs from IEDB. The task is: Regression. Given a peptide amino acid sequence and an MHC pseudo amino acid sequence, predict their binding affinity value. This is MHC class II binding data. (1) The peptide sequence is RVNNSYSLIRLSHNS. The MHC is DRB1_0301 with pseudo-sequence DRB1_0301. The binding affinity (normalized) is 0.496. (2) The peptide sequence is MAGAGPAPMLAAAAG. The MHC is DRB1_1201 with pseudo-sequence DRB1_1201. The binding affinity (normalized) is 0.124. (3) The peptide sequence is RSFTLAASETGVG. The MHC is DRB1_0401 with pseudo-sequence DRB1_0401. The binding affinity (normalized) is 0.638. (4) The peptide sequence is KAYQQGVTVDSI. The binding affinity (normalized) is 0.233. The MHC is DRB3_0101 with pseudo-sequence DRB3_0101. (5) The peptide sequence is GSCVYNMMGKREKKLGE. The MHC is DRB1_1101 with pseudo-sequence DRB1_1101. The binding affinity (normalized) is 0.768. (6) The peptide sequence is EYIEAAKWLLPPPKV. The MHC is DRB1_0401 with pseudo-sequence DRB1_0401. The binding affinity (normalized) is 0.342. (7) The peptide sequence is GKIILVAVHVASGYI. The MHC is DRB3_0101 with pseudo-sequence DRB3_0101. The binding affinity (normalized) is 0.222. (8) The peptide sequence is AVWGKNSCAKNYNCK. The MHC is DRB1_1201 with pseudo-sequence DRB1_1201. The binding affinity (normalized) is 0.181. (9) The peptide sequence is DISMSLYKDLIAMENLKA. The MHC is DRB1_0101 with pseudo-sequence DRB1_0101. The binding affinity (normalized) is 0.194.